This data is from TCR-epitope binding with 47,182 pairs between 192 epitopes and 23,139 TCRs. The task is: Binary Classification. Given a T-cell receptor sequence (or CDR3 region) and an epitope sequence, predict whether binding occurs between them. (1) The epitope is IPIQASLPF. The TCR CDR3 sequence is CASSQGPGGWTEAFF. Result: 0 (the TCR does not bind to the epitope). (2) The epitope is ATDALMTGY. The TCR CDR3 sequence is CASSPVFSGANVLTF. Result: 0 (the TCR does not bind to the epitope). (3) The epitope is FRYMNSQGL. The TCR CDR3 sequence is CATSDAPGTGIPYEQYF. Result: 0 (the TCR does not bind to the epitope). (4) The TCR CDR3 sequence is CASSPTAGGYTDTQYF. Result: 0 (the TCR does not bind to the epitope). The epitope is FLYALALLL. (5) The epitope is YLKLTDNVYIK. The TCR CDR3 sequence is CATSDSYEQYF. Result: 0 (the TCR does not bind to the epitope).